This data is from KCNQ2 potassium channel screen with 302,405 compounds. The task is: Binary Classification. Given a drug SMILES string, predict its activity (active/inactive) in a high-throughput screening assay against a specified biological target. (1) The drug is S1(=O)(=O)N(C(=CC(=N1)c1sccc1)C(=O)Nc1cc(ccc1O)C)C. The result is 0 (inactive). (2) The compound is OC(c1ccccc1)\C(=N\O)c1ccccc1. The result is 0 (inactive). (3) The drug is S(c1n(c(nn1)C(NC(=O)c1sccc1)C)CC=C)CC(=O)NCCc1ccccc1. The result is 0 (inactive). (4) The compound is OCCCNc1ncnc2c1[nH]c1c2cccc1. The result is 0 (inactive). (5) The compound is S(CC(=O)N1CCN(CC1)Cc1ccccc1)c1nc(cc(c1C#N)C)C. The result is 0 (inactive). (6) The drug is S(=O)(=O)(CC=1NC(=O)NC(C1C(OCC)=O)c1cc(OC)c(O)cc1)c1ccc(cc1)C. The result is 0 (inactive). (7) The compound is o1c2c(C(N(CCCN3CCOCC3)C2=O)c2oc(cc2)C)c(=O)c2c1cccc2. The result is 0 (inactive).